Dataset: Experimentally validated miRNA-target interactions with 360,000+ pairs, plus equal number of negative samples. Task: Binary Classification. Given a miRNA mature sequence and a target amino acid sequence, predict their likelihood of interaction. (1) The miRNA is hsa-miR-4722-3p with sequence ACCUGCCAGCACCUCCCUGCAG. The protein sequence of the target gene is MPIPPPPPPPPGPPPPPTFHQANTEQPKLSRDEQRGRGALLQDICKGTKLKKVTNINDRSAPILEKPKGSSGGYGSGGAALQPKGGLFQGGVLKLRPVGAKDGSENLAGKPALQIPSSRAAAPRPPVSAASGRPQDDTDSSRASLPELPRMQRPSLPDLSRPNTTSSTGMKHSSSAPPPPPPGRRANAPPTPLPMHSSKAPAYNREKPLPPTPGQRLHPGREGPPAPPPVKPPPSPVNIRTGPSGQSLAPPPPPYRQPPGVPNGPSSPTNESAPELPQRHNSLHRKTPGPVRGLAPPPPT.... Result: 1 (interaction). (2) The miRNA is hsa-miR-1323 with sequence UCAAAACUGAGGGGCAUUUUCU. The protein sequence of the target gene is MVGFKATDVPPTATVKFLGAGTAACIADLITFPLDTAKVRLQIQGESQGLVRTAASAQYRGVLGTILTMVRTEGPRSLYNGLVAGLQRQMSFASVRIGLYDSVKQFYTKGSEHAGIGSRLLAGSTTGALAVAVAQPTDVVKVRFQAQARAGGGRRYQSTVEAYKTIAREEGIRGLWKGTSPNVARNAIVNCAELVTYDLIKDTLLKANLMTDDLPCHFTSAFGAGFCTTVIASPVDVVKTRYMNSALGQYHSAGHCALTMLRKEGPRAFYKGFMPSFLRLGSWNVVMFVTYEQLKRALMA.... Result: 0 (no interaction). (3) Result: 1 (interaction). The protein sequence of the target gene is MLQFLLGFTLGNVVGMYLAQNYDIPNLAKKLEEIKKDLDAKKKPPSA. The miRNA is hsa-miR-3168 with sequence GAGUUCUACAGUCAGAC. (4) The miRNA is hsa-miR-548ah-5p with sequence AAAAGUGAUUGCAGUGUUUG. The protein sequence of the target gene is MSSDEKGISPAHKTSTPTHRSASSSTSSQRESRQSIHVLERTASSSTEPSVSRQLLEPEPIPLSKEADSWEIIEGLKIGQTNVQKPDRHEGFMLKKRKWPLKGWHKRFFVLDNGMLKYSKAPLDIQKGKVHGSIDVGLSVMSIKKKARRIDLDTEEHIYHLKVKSQDWFDAWVSKLRHHRLYRQNEIVRSPRDASFHIFPATSTAESSPAANVSVVDGKMQPNSFPWQSPLPCSNSLPATCTTGQSKVAAWLQDSEEMDRCAEDLAHCQSNLVELSKLLQNLEILQRTQSAPNFTDMQAN.... Result: 0 (no interaction). (5) The miRNA is mmu-miR-1193-3p with sequence UAGGUCACCCGUUUUACUAUC. The protein sequence of the target gene is MKIGSGFLSGGGGPSSSGGSGSGGSSGSASGGSGGGRRAEMEPTFPQSMVMFNHRLPPVTSFTRPAGTAAPPPQCVLSSSTSAAPAAEPPPPPAPDMTFKKEPAASAAAFPSQRTSWGFLQSLVSIKQEKPADPEEQPSHHHHHHHHYGGLFAGAEERSPGLGGGEGGSHGVIQDLSLLHQHAQQQPAQHHRDVLLSSGSRTDEHGNQEPKQDANVKKAKRPKPESQGIKAKRKPSASSKPLVGEGEGAVLSPSQKPHICDHCSAAFRSSYHLRRHVLIHTGERPFQCSQCSMGFIQKYL.... Result: 0 (no interaction). (6) The miRNA is hsa-miR-6822-3p with sequence AGGCUCUAACUGGCUUUCCCUGCA. The protein sequence of the target gene is MKSLQFCFLFCCWKAICCNSCELTNITITVEKEECNFCISINTTWCAGYCYTRDLVYKDPARPNIQKTCTFKELVYETVKVPGCAHHADSLYTYPVATECHCGKCDSDSTDCTVRGLGPSYCSFSEMKE. Result: 0 (no interaction). (7) The miRNA is hsa-miR-766-3p with sequence ACUCCAGCCCCACAGCCUCAGC. The protein sequence of the target gene is MPEGAQGLSLSKPSPSLGCGRRGEVCDCGTVCETRTAPAAPTMASPRGSGSSTSLSTVGSEGDPAPGPTPACSASRPEPLPGPPIRLHLSPVGIPGSARPSRLERVAREIVETERAYVRDLRSIVEDYLGPLLDGGVLGLSVEQVGTLFANIEDIYEFSSELLEDLENSSSAGGIAECFVQRSEDFDIYTLYCMNYPSSLALLRELSLSPPAALWLQERQAQLRHSLPLQSFLLKPVQRILKYHLLLQELGKHWAEGPGTGGREMVEEAIVSMTAVAWYINDMKRKQEHAARLQEVQRRL.... Result: 1 (interaction).